This data is from Reaction yield outcomes from USPTO patents with 853,638 reactions. The task is: Predict the reaction yield, written as a fraction of the theoretical maximum amount of product (1.0 means a 100% yield; for example, 0.34 means a 34% yield). (1) The reactants are [C:1](Cl)(=[O:3])[CH3:2].[CH3:5][C:6]1([CH3:20])[CH2:12][CH2:11][CH2:10][NH:9][C:8]2[CH:13]=[C:14]([N+:17]([O-:19])=[O:18])[CH:15]=[CH:16][C:7]1=2.C([O-])(O)=O.[Na+].O. The product is [CH3:5][C:6]1([CH3:20])[CH2:12][CH2:11][CH2:10][N:9]([C:1](=[O:3])[CH3:2])[C:8]2[CH:13]=[C:14]([N+:17]([O-:19])=[O:18])[CH:15]=[CH:16][C:7]1=2. The yield is 0.640. The catalyst is C(Cl)Cl. (2) The yield is 0.630. The reactants are Cl[C:2]1[CH:7]=[C:6]([Cl:8])[N:5]=[CH:4][N:3]=1.[NH:9]1[CH:13]=[CH:12][N:11]=[CH:10]1.C(=O)([O-])[O-].[K+].[K+].O. The catalyst is CN(C=O)C. The product is [Cl:8][C:6]1[CH:7]=[C:2]([N:9]2[CH:13]=[CH:12][N:11]=[CH:10]2)[N:3]=[CH:4][N:5]=1. (3) The reactants are [O:1]=[C:2]1[NH:6][C:5](=[O:7])[CH2:4][N:3]1[C@@H:8]([C@@H:16]([CH3:19])[CH2:17][CH3:18])[C:9]([O:11][C:12]([CH3:15])([CH3:14])[CH3:13])=[O:10].[CH:20]([C:23]1[S:24][CH:25]=[C:26]([CH2:28]O)[N:27]=1)([CH3:22])[CH3:21].C1(P(C2C=CC=CC=2)C2C=CC=CC=2)C=CC=CC=1.N(C(OCC)=O)=NC(OCC)=O. The catalyst is ClCCl.O. The product is [CH:20]([C:23]1[S:24][CH:25]=[C:26]([CH2:28][N:6]2[C:5](=[O:7])[CH2:4][N:3]([C@@H:8]([C@@H:16]([CH3:19])[CH2:17][CH3:18])[C:9]([O:11][C:12]([CH3:13])([CH3:14])[CH3:15])=[O:10])[C:2]2=[O:1])[N:27]=1)([CH3:22])[CH3:21]. The yield is 0.780. (4) The reactants are [C:1]([N:4]1[CH2:9][CH2:8][CH:7]([C:10]([N:12]2[CH2:17][CH2:16][C@@H:15]([N:18](C)[C:19](=O)C(F)(F)F)[C@H:14]([C:26]3[CH:31]=[CH:30][C:29]([Cl:32])=[C:28]([Cl:33])[CH:27]=3)[CH2:13]2)=[O:11])[CH2:6][CH2:5]1)(=[O:3])[CH3:2].C(=O)([O-])[O-].[K+].[K+]. The catalyst is CO.O. The product is [C:1]([N:4]1[CH2:5][CH2:6][CH:7]([C:10]([N:12]2[CH2:17][CH2:16][C@@H:15]([NH:18][CH3:19])[C@H:14]([C:26]3[CH:31]=[CH:30][C:29]([Cl:32])=[C:28]([Cl:33])[CH:27]=3)[CH2:13]2)=[O:11])[CH2:8][CH2:9]1)(=[O:3])[CH3:2]. The yield is 0.580. (5) The reactants are [F:1][CH:2]([F:28])[O:3][C:4]1[CH:9]=[CH:8][C:7]([N:10]2[C:14]3[CH:15]=[C:16]([C:19]4[O:20][C:21](S(C)(=O)=O)=[N:22][N:23]=4)[CH:17]=[CH:18][C:13]=3[N:12]=[CH:11]2)=[CH:6][CH:5]=1.[CH3:29][NH2:30].O1CCCC1. The catalyst is CN1CCCC1=O. The product is [F:1][CH:2]([F:28])[O:3][C:4]1[CH:9]=[CH:8][C:7]([N:10]2[C:14]3[CH:15]=[C:16]([C:19]4[O:20][C:21]([NH:30][CH3:29])=[N:22][N:23]=4)[CH:17]=[CH:18][C:13]=3[N:12]=[CH:11]2)=[CH:6][CH:5]=1. The yield is 0.670. (6) The reactants are C[O:2][C:3](=[O:23])[CH:4]([C:11]1[CH:16]=[CH:15][C:14]([S:17]([CH3:20])(=[O:19])=[O:18])=[C:13]([C:21]#[N:22])[CH:12]=1)[CH2:5][CH:6]1[CH2:10][CH2:9][CH2:8][CH2:7]1.[OH-].[Li+]. The catalyst is O1CCCC1. The product is [C:21]([C:13]1[CH:12]=[C:11]([CH:4]([CH2:5][CH:6]2[CH2:7][CH2:8][CH2:9][CH2:10]2)[C:3]([OH:23])=[O:2])[CH:16]=[CH:15][C:14]=1[S:17]([CH3:20])(=[O:18])=[O:19])#[N:22]. The yield is 0.820. (7) The reactants are [C:1]([C:4]1[CH:9]=[CH:8][CH:7]=[CH:6][C:5]=1[S:10][C:11]1[CH:19]=[CH:18][C:17]([Cl:20])=[CH:16][C:12]=1[C:13](O)=[O:14])(O)=[O:2].C(C1C=CC=C([N+]([O-])=O)C=1SC1C=CC(F)=CC=1C(O)=O)(O)=O.B. No catalyst specified. The product is [Cl:20][C:17]1[CH:18]=[CH:19][C:11]([S:10][C:5]2[CH:6]=[CH:7][CH:8]=[CH:9][C:4]=2[CH2:1][OH:2])=[C:12]([CH2:13][OH:14])[CH:16]=1. The yield is 0.850. (8) The reactants are C(O[CH:4](OCC)[C:5]#[C:6][C:7]1[N:12]=[C:11]([C:13]([O:15][CH3:16])=[O:14])[C:10](=[O:17])[N:9]([C:18]2[CH:23]=[CH:22][CH:21]=[C:20]([C:24]([F:27])([F:26])[F:25])[CH:19]=2)[C:8]=1[CH3:28])C.FC(F)(F)C(O)=O.[NH:39]([C:41]1[CH:42]=[CH:43][C:44]([C:47]#[N:48])=[N:45][CH:46]=1)[NH2:40].Cl.C([O-])(O)=O.[Na+]. The catalyst is O1CCOCC1. The product is [C:47]([C:44]1[N:45]=[CH:46][C:41]([N:39]2[C:6]([C:7]3[N:12]=[C:11]([C:13]([O:15][CH3:16])=[O:14])[C:10](=[O:17])[N:9]([C:18]4[CH:23]=[CH:22][CH:21]=[C:20]([C:24]([F:25])([F:27])[F:26])[CH:19]=4)[C:8]=3[CH3:28])=[CH:5][CH:4]=[N:40]2)=[CH:42][CH:43]=1)#[N:48]. The yield is 0.280.